From a dataset of Peptide-MHC class II binding affinity with 134,281 pairs from IEDB. Regression. Given a peptide amino acid sequence and an MHC pseudo amino acid sequence, predict their binding affinity value. This is MHC class II binding data. (1) The peptide sequence is KILEPFRKYTAFTIP. The MHC is DRB1_0101 with pseudo-sequence DRB1_0101. The binding affinity (normalized) is 0.330. (2) The peptide sequence is ADLGYGPATPAAPAA. The MHC is DRB1_0405 with pseudo-sequence DRB1_0405. The binding affinity (normalized) is 0.0556. (3) The peptide sequence is KDKWIELKESWGAIW. The MHC is HLA-DPA10201-DPB11401 with pseudo-sequence HLA-DPA10201-DPB11401. The binding affinity (normalized) is 0.0161. (4) The peptide sequence is SPILRFLYANVGEEA. The MHC is DRB1_0404 with pseudo-sequence DRB1_0404. The binding affinity (normalized) is 0.949. (5) The binding affinity (normalized) is 0.698. The MHC is DRB3_0101 with pseudo-sequence DRB3_0101. The peptide sequence is AFILQGDNLFPKV. (6) The peptide sequence is SEAVRHFPRLWLHSL. The MHC is DRB1_0401 with pseudo-sequence DRB1_0401. The binding affinity (normalized) is 0.253.